Dataset: Peptide-MHC class I binding affinity with 185,985 pairs from IEDB/IMGT. Task: Regression. Given a peptide amino acid sequence and an MHC pseudo amino acid sequence, predict their binding affinity value. This is MHC class I binding data. (1) The peptide sequence is IYYLEKANK. The MHC is HLA-B08:01 with pseudo-sequence HLA-B08:01. The binding affinity (normalized) is 0.0847. (2) The peptide sequence is VTYNCCDDDY. The MHC is HLA-A24:02 with pseudo-sequence HLA-A24:02. The binding affinity (normalized) is 0. (3) The peptide sequence is ATREGKHGK. The MHC is HLA-A31:01 with pseudo-sequence HLA-A31:01. The binding affinity (normalized) is 0.593. (4) The peptide sequence is RIKQRGILGY. The MHC is HLA-B15:01 with pseudo-sequence HLA-B15:01. The binding affinity (normalized) is 0.645. (5) The peptide sequence is GVTVIKNNMI. The MHC is HLA-B45:01 with pseudo-sequence HLA-B45:01. The binding affinity (normalized) is 0. (6) The peptide sequence is KSMFWDGMDY. The MHC is HLA-A31:01 with pseudo-sequence HLA-A31:01. The binding affinity (normalized) is 0.598.